Dataset: Catalyst prediction with 721,799 reactions and 888 catalyst types from USPTO. Task: Predict which catalyst facilitates the given reaction. Reactant: [H-].[Na+].[C:3]([C:7]1[CH:8]=[C:9]2[C:13](=[CH:14][CH:15]=1)[C:12](=[O:16])[N:11]([CH2:17][CH:18]([CH3:20])[CH3:19])[CH:10]2O)([CH3:6])([CH3:5])[CH3:4].[C:22]([C:26]1[CH:34]=[C:33]2[C:29]([CH:30](O)[N:31]([CH2:36][CH:37]([CH3:39])[CH3:38])[C:32]2=[O:35])=[CH:28][CH:27]=1)([CH3:25])([CH3:24])[CH3:23].O.C[O:43][CH2:44][CH2:45]OC. Product: [C:3]([C:7]1[CH:8]=[C:9]2[C:13]([C:12](=[O:16])[N:11]([CH2:17][CH:18]([CH3:20])[CH3:19])[CH:10]2[CH2:45][C:44]([O:35][CH2:32][CH3:33])=[O:43])=[CH:14][CH:15]=1)([CH3:6])([CH3:5])[CH3:4].[C:22]([C:26]1[CH:34]=[C:33]2[C:29](=[CH:28][CH:27]=1)[CH:30]([CH2:45][C:44]([O:16][CH2:12][CH3:13])=[O:43])[N:31]([CH2:36][CH:37]([CH3:39])[CH3:38])[C:32]2=[O:35])([CH3:25])([CH3:24])[CH3:23]. The catalyst class is: 13.